From a dataset of Full USPTO retrosynthesis dataset with 1.9M reactions from patents (1976-2016). Predict the reactants needed to synthesize the given product. (1) Given the product [OH:1][C:2]1[C:3]([CH3:38])=[C:4]([CH:35]=[CH:36][CH:37]=1)[O:5][C:6]1[C:7]([C:23]([NH2:25])=[O:24])=[C:8]([NH:14][C:15]2[CH:20]=[CH:19][C:18]([I:21])=[CH:17][C:16]=2[F:22])[N:9]([CH3:13])[C:10](=[O:12])[CH:11]=1, predict the reactants needed to synthesize it. The reactants are: [OH:1][C:2]1[C:3]([CH3:38])=[C:4]([CH:35]=[CH:36][CH:37]=1)[O:5][C:6]1[C:7]([C:23]([NH:25]CC2C=CC(OC)=CC=2)=[O:24])=[C:8]([NH:14][C:15]2[CH:20]=[CH:19][C:18]([I:21])=[CH:17][C:16]=2[F:22])[N:9]([CH3:13])[C:10](=[O:12])[CH:11]=1.[Cl-].[Al+3].[Cl-].[Cl-].C(OCC)(=O)C.O. (2) The reactants are: [CH2:1]([C:3]1[CH:15]=[C:14]([CH2:16][OH:17])[CH:13]=[CH:12][C:4]=1[O:5][CH2:6][C:7]([O:9][CH2:10][CH3:11])=[O:8])[CH3:2]. Given the product [CH2:1]([C:3]1[CH:15]=[C:14]([CH:16]=[O:17])[CH:13]=[CH:12][C:4]=1[O:5][CH2:6][C:7]([O:9][CH2:10][CH3:11])=[O:8])[CH3:2], predict the reactants needed to synthesize it. (3) Given the product [CH2:1]([N:3]([CH2:8][CH3:9])[CH2:4][CH2:5][CH2:6][NH:7][C:11]1[C:12]2[C:17]([N:18]=[C:19]3[C:24]=1[CH:23]=[CH:22][CH:21]=[CH:20]3)=[CH:16][CH:15]=[CH:14][CH:13]=2)[CH3:2], predict the reactants needed to synthesize it. The reactants are: [CH2:1]([N:3]([CH2:8][CH3:9])[CH2:4][CH2:5][CH2:6][NH2:7])[CH3:2].Cl[C:11]1[C:12]2[C:17]([N:18]=[C:19]3[C:24]=1[CH:23]=[CH:22][CH:21]=[CH:20]3)=[CH:16][CH:15]=[CH:14][CH:13]=2. (4) Given the product [Br:15][C:8]1[C:7]([C:10]([O:12][CH2:13][CH3:14])=[O:11])=[N:6][N:5]([C:2]([CH3:1])([CH3:3])[CH3:4])[CH:9]=1, predict the reactants needed to synthesize it. The reactants are: [CH3:1][C:2]([N:5]1[CH:9]=[CH:8][C:7]([C:10]([O:12][CH2:13][CH3:14])=[O:11])=[N:6]1)([CH3:4])[CH3:3].[Br:15]N1C(=O)CCC1=O. (5) Given the product [C:47]1([CH:40]([C:41]2[CH:42]=[CH:43][CH:44]=[CH:45][CH:46]=2)[CH2:39][NH:38][C:34]2[N:33]=[C:32]([C:53]([O:55][CH3:56])=[O:54])[N:31]=[C:30]3[C:35]=2[N:36]=[CH:37][N:29]3[C@H:11]2[C@H:10]([OH:9])[C@H:14]([OH:15])[C@@H:13]([C:24]([NH:26][CH2:27][CH3:28])=[O:25])[O:12]2)[CH:48]=[CH:49][CH:50]=[CH:51][CH:52]=1, predict the reactants needed to synthesize it. The reactants are: C([O:9][C@@H:10]1[C@@H:14]([O:15]C(=O)C2C=CC=CC=2)[C@@H:13]([C:24]([NH:26][CH2:27][CH3:28])=[O:25])[O:12][C@H:11]1[N:29]1[CH:37]=[N:36][C:35]2[C:30]1=[N:31][C:32]([C:53]([O:55][CH3:56])=[O:54])=[N:33][C:34]=2[NH:38][CH2:39][CH:40]([C:47]1[CH:52]=[CH:51][CH:50]=[CH:49][CH:48]=1)[C:41]1[CH:46]=[CH:45][CH:44]=[CH:43][CH:42]=1)(=O)C1C=CC=CC=1.C(=O)([O-])[O-].[Na+].[Na+]. (6) The reactants are: [CH:1]1([N:4]2[C:8]([C:9]3[CH:14]=[CH:13][CH:12]=[CH:11][CH:10]=3)=[CH:7][NH:6][C:5]2=[O:15])[CH2:3][CH2:2]1.Cl[CH2:17][C:18]([O:20][CH2:21][CH3:22])=[O:19].C(=O)([O-])[O-].[K+].[K+]. Given the product [CH2:21]([O:20][C:18](=[O:19])[CH2:17][N:6]1[CH:7]=[C:8]([C:9]2[CH:10]=[CH:11][CH:12]=[CH:13][CH:14]=2)[N:4]([CH:1]2[CH2:3][CH2:2]2)[C:5]1=[O:15])[CH3:22], predict the reactants needed to synthesize it.